Dataset: Full USPTO retrosynthesis dataset with 1.9M reactions from patents (1976-2016). Task: Predict the reactants needed to synthesize the given product. (1) Given the product [CH3:1][N:2]1[C:10]2[C:5](=[CH:6][CH:7]=[CH:8][CH:9]=2)[CH:4]=[C:3]1[C:11]1[CH:12]=[C:13]([CH2:17][NH:18][S:22]([CH:19]([CH3:21])[CH3:20])(=[O:24])=[O:23])[CH:14]=[N:15][CH:16]=1, predict the reactants needed to synthesize it. The reactants are: [CH3:1][N:2]1[C:10]2[C:5](=[CH:6][CH:7]=[CH:8][CH:9]=2)[CH:4]=[C:3]1[C:11]1[CH:12]=[C:13]([CH2:17][NH2:18])[CH:14]=[N:15][CH:16]=1.[CH:19]([S:22](Cl)(=[O:24])=[O:23])([CH3:21])[CH3:20]. (2) Given the product [Cl:1][C:2]1[CH:17]=[C:16]([Cl:18])[CH:15]=[CH:14][C:3]=1[C:4]([C:5]([C:7]1[CH:8]=[CH:9][C:10]([Cl:13])=[CH:11][CH:12]=1)=[O:6])=[CH2:19], predict the reactants needed to synthesize it. The reactants are: [Cl:1][C:2]1[CH:17]=[C:16]([Cl:18])[CH:15]=[CH:14][C:3]=1[CH2:4][C:5]([C:7]1[CH:12]=[CH:11][C:10]([Cl:13])=[CH:9][CH:8]=1)=[O:6].[C:19](OC(=O)C)(=O)C. (3) Given the product [C:1]([O:5][C:6]([NH:8][CH2:9][C@H:10]1[CH2:15][CH2:14][C@H:13]([C:16]([NH:18][C@H:19]([C:37](=[O:50])[NH:38][C:39]2[CH:44]=[CH:43][C:42]([C:45]3[N:46]=[N:47][NH:48][N:49]=3)=[CH:41][CH:40]=2)[CH2:20][C:21]2[CH:26]=[CH:25][C:24]([C:27]3[CH:32]=[CH:31][C:30]([C:33]([OH:35])=[O:34])=[CH:29][CH:28]=3)=[CH:23][CH:22]=2)=[O:17])[CH2:12][CH2:11]1)=[O:7])([CH3:4])([CH3:2])[CH3:3], predict the reactants needed to synthesize it. The reactants are: [C:1]([O:5][C:6]([NH:8][CH2:9][C@H:10]1[CH2:15][CH2:14][C@H:13]([C:16]([NH:18][C@H:19]([C:37](=[O:50])[NH:38][C:39]2[CH:44]=[CH:43][C:42]([C:45]3[N:46]=[N:47][NH:48][N:49]=3)=[CH:41][CH:40]=2)[CH2:20][C:21]2[CH:26]=[CH:25][C:24]([C:27]3[CH:32]=[CH:31][C:30]([C:33]([O:35]C)=[O:34])=[CH:29][CH:28]=3)=[CH:23][CH:22]=2)=[O:17])[CH2:12][CH2:11]1)=[O:7])([CH3:4])([CH3:3])[CH3:2].O.[OH-].[Li+].Cl.C(OCC)(=O)C. (4) Given the product [CH3:18][C:17]1[N:13]([C:5]2[CH:4]=[C:3]([CH:8]=[C:7]([C:9]([F:12])([F:11])[F:10])[CH:6]=2)[CH2:2][O:19][CH2:20][C:21]2([C:34]3[CH:35]=[CH:36][CH:37]=[CH:38][CH:39]=3)[CH2:26][CH2:25][N:24]([C:27]([O:29][C:30]([CH3:32])([CH3:33])[CH3:31])=[O:28])[CH2:23][CH2:22]2)[N:14]=[N:15][N:16]=1, predict the reactants needed to synthesize it. The reactants are: Br[CH2:2][C:3]1[CH:4]=[C:5]([N:13]2[C:17]([CH3:18])=[N:16][N:15]=[N:14]2)[CH:6]=[C:7]([C:9]([F:12])([F:11])[F:10])[CH:8]=1.[OH:19][CH2:20][C:21]1([C:34]2[CH:39]=[CH:38][CH:37]=[CH:36][CH:35]=2)[CH2:26][CH2:25][N:24]([C:27]([O:29][C:30]([CH3:33])([CH3:32])[CH3:31])=[O:28])[CH2:23][CH2:22]1.[H-].[Na+].